Dataset: Full USPTO retrosynthesis dataset with 1.9M reactions from patents (1976-2016). Task: Predict the reactants needed to synthesize the given product. (1) Given the product [NH2:26][C:3]1[CH:4]=[C:5]([C:8]2[CH:9]=[CH:10][C:11]3[O:17][CH2:16][CH2:15][N:14]([C:18]([O:20][C:21]([CH3:23])([CH3:22])[CH3:24])=[O:19])[CH2:13][C:12]=3[CH:25]=2)[CH:6]=[CH:7][C:2]=1[NH2:1], predict the reactants needed to synthesize it. The reactants are: [NH2:1][C:2]1[CH:7]=[CH:6][C:5]([C:8]2[CH:9]=[CH:10][C:11]3[O:17][CH2:16][CH2:15][N:14]([C:18]([O:20][C:21]([CH3:24])([CH3:23])[CH3:22])=[O:19])[CH2:13][C:12]=3[CH:25]=2)=[CH:4][C:3]=1[N+:26]([O-])=O.C(OCC)(=O)C. (2) Given the product [F:14][C:11]1[CH:12]=[CH:13][C:8]([CH:7]2[NH:15][C:16](=[O:18])[CH2:4][S:5][CH2:6]2)=[CH:9][CH:10]=1, predict the reactants needed to synthesize it. The reactants are: COC(=O)[CH2:4][S:5][CH2:6][CH:7]([NH:15][C:16]([O:18]C(C)(C)C)=O)[C:8]1[CH:13]=[CH:12][C:11]([F:14])=[CH:10][CH:9]=1. (3) The reactants are: [CH:1]1([C@H:4]2[C@H:13]([CH3:14])[C@@H:12]([NH:15][C:16](=[O:25])[O:17][CH2:18][C:19]3[CH:24]=[CH:23][CH:22]=[CH:21][CH:20]=3)[C:11]3[C:6](=[CH:7][C:8]([F:26])=[CH:9][CH:10]=3)[NH:5]2)[CH2:3][CH2:2]1.N1C=CC=CC=1.[C:33](Cl)(=[O:35])[CH3:34].C(=O)(O)[O-].[Na+]. Given the product [C:33]([N:5]1[C:6]2[C:11](=[CH:10][CH:9]=[C:8]([F:26])[CH:7]=2)[C@H:12]([NH:15][C:16](=[O:25])[O:17][CH2:18][C:19]2[CH:24]=[CH:23][CH:22]=[CH:21][CH:20]=2)[C@@H:13]([CH3:14])[C@@H:4]1[CH:1]1[CH2:3][CH2:2]1)(=[O:35])[CH3:34], predict the reactants needed to synthesize it. (4) Given the product [Na+:53].[C:38]([CH2:37][C:34]1[CH:35]=[CH:36][C:31]([NH:30][C:29]([C:12]2[N:11]([CH:42]([CH3:44])[CH3:43])[C:10]([CH:9]=[CH:8][C@@H:7]([OH:45])[CH2:6][C@@H:5]([OH:46])[CH2:4][C:3]([O-:47])=[O:2])=[C:14]([C:15]3[CH:16]=[CH:17][C:18]([F:21])=[CH:19][CH:20]=3)[C:13]=2[C:22]2[CH:27]=[CH:26][C:25]([F:28])=[CH:24][CH:23]=2)=[O:41])=[CH:32][CH:33]=1)(=[O:40])[NH2:39], predict the reactants needed to synthesize it. The reactants are: C[O:2][C:3](=[O:47])[CH2:4][C@H:5]([OH:46])[CH2:6][C@@H:7]([OH:45])[CH:8]=[CH:9][C:10]1[N:11]([CH:42]([CH3:44])[CH3:43])[C:12]([C:29](=[O:41])[NH:30][C:31]2[CH:36]=[CH:35][C:34]([CH2:37][C:38](=[O:40])[NH2:39])=[CH:33][CH:32]=2)=[C:13]([C:22]2[CH:27]=[CH:26][C:25]([F:28])=[CH:24][CH:23]=2)[C:14]=1[C:15]1[CH:20]=[CH:19][C:18]([F:21])=[CH:17][CH:16]=1.C(O)C.O.[OH-].[Na+:53].